The task is: Predict the reactants needed to synthesize the given product.. This data is from Full USPTO retrosynthesis dataset with 1.9M reactions from patents (1976-2016). (1) Given the product [Br:1][C:2]1[C:3]([C:27]([CH3:28])([CH3:30])[CH3:29])=[N:4][N:5]2[C:10]([C:11]3[CH:12]=[CH:13][C:14]([CH3:17])=[CH:15][CH:16]=3)=[C:9]([CH:18]([CH2:23][CH2:24][CH3:25])[C:19]([OH:21])=[O:20])[C:8]([CH3:26])=[N:7][C:6]=12, predict the reactants needed to synthesize it. The reactants are: [Br:1][C:2]1[C:3]([C:27]([CH3:30])([CH3:29])[CH3:28])=[N:4][N:5]2[C:10]([C:11]3[CH:16]=[CH:15][C:14]([CH3:17])=[CH:13][CH:12]=3)=[C:9]([CH:18]([CH2:23][CH2:24][CH3:25])[C:19]([O:21]C)=[O:20])[C:8]([CH3:26])=[N:7][C:6]=12.[OH-].[Li+]. (2) The reactants are: C(O[C:6](=O)[N:7]([CH2:9][C@H:10]([C:12]1[CH:17]=[CH:16][C:15]([F:18])=[CH:14][CH:13]=1)[OH:11])C)(C)(C)C.Cl.C(OCC)(=O)C. Given the product [F:18][C:15]1[CH:14]=[CH:13][C:12]([C@H:10]([OH:11])[CH2:9][NH:7][CH3:6])=[CH:17][CH:16]=1, predict the reactants needed to synthesize it. (3) Given the product [Cl:13][C:10]1[CH:9]=[CH:8][C:7]([C:6]2[C:2]([CH3:1])=[N:3][N:4]3[C:23]([C:20]4[CH:21]=[CH:22][C:17]([O:16][CH3:15])=[CH:18][CH:19]=4)=[CH:24][C:25](=[O:26])[NH:14][C:5]=23)=[CH:12][CH:11]=1, predict the reactants needed to synthesize it. The reactants are: [CH3:1][C:2]1[C:6]([C:7]2[CH:12]=[CH:11][C:10]([Cl:13])=[CH:9][CH:8]=2)=[C:5]([NH2:14])[NH:4][N:3]=1.[CH3:15][O:16][C:17]1[CH:22]=[CH:21][C:20]([C:23](=O)[CH2:24][C:25](OCC)=[O:26])=[CH:19][CH:18]=1. (4) Given the product [CH3:14][O:13][C:5]1[CH:6]=[CH:7][C:8]([N+:10]([O-:12])=[O:11])=[CH:9][C:4]=1[CH2:3][OH:2], predict the reactants needed to synthesize it. The reactants are: C[O:2][CH:3](O)[C:4]1[CH:9]=[C:8]([N+:10]([O-:12])=[O:11])[CH:7]=[CH:6][C:5]=1[O:13][CH3:14].OCC1C=C([N+]([O-])=O)C=CC=1O. (5) Given the product [C:21]([NH:25][C:26](=[O:35])[C:27]1[CH:32]=[CH:31][CH:30]=[C:29]([CH2:33][N:16]2[CH2:17][CH2:18][N:13]([C:11](=[O:12])[C:4]3[CH:5]=[CH:6][C:7]([N+:8]([O-:10])=[O:9])=[C:2]([F:1])[CH:3]=3)[CH2:14][CH:15]2[CH2:19][F:20])[CH:28]=1)([CH3:24])([CH3:23])[CH3:22], predict the reactants needed to synthesize it. The reactants are: [F:1][C:2]1[CH:3]=[C:4]([C:11]([N:13]2[CH2:18][CH2:17][NH:16][CH:15]([CH2:19][F:20])[CH2:14]2)=[O:12])[CH:5]=[CH:6][C:7]=1[N+:8]([O-:10])=[O:9].[C:21]([NH:25][C:26](=[O:35])[C:27]1[CH:32]=[CH:31][CH:30]=[C:29]([CH2:33]Cl)[CH:28]=1)([CH3:24])([CH3:23])[CH3:22].C(N(CC)CC)C.[I-].[Na+]. (6) Given the product [NH2:32][C:15]1[C:14]2[NH:33][C:4](=[O:3])[N:5]([CH2:6][C:7]3[CH:12]=[CH:11][CH:10]=[CH:9][CH:8]=3)[C:13]=2[CH:18]=[C:17]([C:19]2[NH:20][CH:21]=[CH:22][N:23]=2)[N:16]=1, predict the reactants needed to synthesize it. The reactants are: C([O:3][C:4](=O)[N:5]([C:13]1[CH:18]=[C:17]([C:19]2[N:20](COCC[Si](C)(C)C)[CH:21]=[CH:22][N:23]=2)[N:16]=[C:15]([NH2:32])[C:14]=1[N+:33]([O-])=O)[CH2:6][C:7]1[CH:12]=[CH:11][CH:10]=[CH:9][CH:8]=1)C.N1C=CN=C1.Cl.